This data is from Full USPTO retrosynthesis dataset with 1.9M reactions from patents (1976-2016). The task is: Predict the reactants needed to synthesize the given product. (1) Given the product [C:14]12([CH2:24][C:25]([NH:1][N:2]3[N:11]=[C:10]([Cl:12])[C:9]4[C:4](=[CH:5][CH:6]=[CH:7][CH:8]=4)[C:3]3=[O:13])=[O:26])[CH2:21][CH:20]3[CH2:19][CH:18]([CH2:17][CH:16]([CH2:22]3)[CH2:15]1)[CH2:23]2, predict the reactants needed to synthesize it. The reactants are: [NH2:1][N:2]1[N:11]=[C:10]([Cl:12])[C:9]2[C:4](=[CH:5][CH:6]=[CH:7][CH:8]=2)[C:3]1=[O:13].[C:14]12([CH2:24][C:25](O)=[O:26])[CH2:23][CH:18]3[CH2:19][CH:20]([CH2:22][CH:16]([CH2:17]3)[CH2:15]1)[CH2:21]2. (2) Given the product [C:24]([O:23][C:21]([NH:28][C@H:29]([CH3:30])[C:3](=[O:5])[CH2:2][C:1]([O:7][C:8]([CH3:11])([CH3:10])[CH3:9])=[O:6])=[O:22])([CH3:27])([CH3:26])[CH3:25], predict the reactants needed to synthesize it. The reactants are: [C:1]([O:7][C:8]([CH3:11])([CH3:10])[CH3:9])(=[O:6])[CH2:2][C:3]([O-:5])=O.[Mg+2].[Cl-].[Cl-].CC(C)([O-])C.[K+].[C:21]([NH:28][C@@H:29](C(O)=O)[CH3:30])([O:23][C:24]([CH3:27])([CH3:26])[CH3:25])=[O:22].Cl. (3) Given the product [C:15]([O:14][C:12](=[O:13])[NH:3][C:4]1[C:9]([Br:10])=[N:8][C:7]([Br:11])=[CH:6][N:5]=1)([CH3:18])([CH3:17])[CH3:16], predict the reactants needed to synthesize it. The reactants are: [H-].[Na+].[NH2:3][C:4]1[C:9]([Br:10])=[N:8][C:7]([Br:11])=[CH:6][N:5]=1.[C:12](O[C:12]([O:14][C:15]([CH3:18])([CH3:17])[CH3:16])=[O:13])([O:14][C:15]([CH3:18])([CH3:17])[CH3:16])=[O:13].O. (4) Given the product [Br:1][C:2]1[CH:7]=[CH:6][C:5]([C:25]2([OH:27])[CH2:26][CH:23]([CH:20]([CH3:22])[CH3:21])[CH2:24]2)=[C:4]([Cl:9])[CH:3]=1, predict the reactants needed to synthesize it. The reactants are: [Br:1][C:2]1[CH:7]=[CH:6][C:5](I)=[C:4]([Cl:9])[CH:3]=1.C([Mg]Cl)(C)C.O1CCCC1.[CH:20]([CH:23]1[CH2:26][C:25](=[O:27])[CH2:24]1)([CH3:22])[CH3:21].[Cl-].[NH4+]. (5) The reactants are: [F:1][C:2]1([F:24])[C:10]2([C:18]3[C:13](=[N:14][CH:15]=[CH:16][CH:17]=3)[NH:12][C:11]2=[O:19])[CH2:9][C:8]2[C:3]1=[CH:4][C:5]([C:20]([O:22]C)=[O:21])=[CH:6][CH:7]=2.[OH-].[Na+].Cl. Given the product [F:24][C:2]1([F:1])[C:10]2([C:18]3[C:13](=[N:14][CH:15]=[CH:16][CH:17]=3)[NH:12][C:11]2=[O:19])[CH2:9][C:8]2[C:3]1=[CH:4][C:5]([C:20]([OH:22])=[O:21])=[CH:6][CH:7]=2, predict the reactants needed to synthesize it. (6) Given the product [NH2:19][C:2]([CH3:18])([CH3:1])[CH2:3][NH:4][C:5]1[C:14]2[C:9](=[CH:10][CH:11]=[CH:12][CH:13]=2)[N:8]=[CH:7][C:6]=1[NH2:15], predict the reactants needed to synthesize it. The reactants are: [CH3:1][C:2]([NH2:19])([CH3:18])[CH2:3][NH:4][C:5]1[C:14]2[C:9](=[CH:10][CH:11]=[CH:12][CH:13]=2)[N:8]=[CH:7][C:6]=1[N+:15]([O-])=O.C(O)(C)C. (7) Given the product [Cl:33][C:30]1[CH:31]=[CH:32][C:27]([C:22]2[N:21]=[C:20]([N:18]3[CH:19]=[C:15]([C:11]4[CH:10]=[C:9]([S:6]([NH2:5])(=[O:7])=[O:8])[CH:14]=[CH:13][CH:12]=4)[NH:16][CH2:17]3)[CH:25]=[C:24]([CH3:26])[CH:23]=2)=[CH:28][CH:29]=1, predict the reactants needed to synthesize it. The reactants are: C([NH:5][S:6]([C:9]1[CH:14]=[CH:13][CH:12]=[C:11]([C:15]2[N:16]=[CH:17][N:18]([C:20]3[CH:25]=[C:24]([CH3:26])[CH:23]=[C:22]([C:27]4[CH:32]=[CH:31][C:30]([Cl:33])=[CH:29][CH:28]=4)[N:21]=3)[CH:19]=2)[CH:10]=1)(=[O:8])=[O:7])(C)(C)C.C(O)(C(F)(F)F)=O. (8) Given the product [OH:19][C:12]1[CH:11]=[C:10]([CH3:20])[C:9]([CH2:8][C:5]2[CH:4]=[CH:3][C:2]([C:31]3[CH:30]=[CH:29][N:28]=[C:27]([CH3:26])[CH:32]=3)=[N:7][CH:6]=2)=[CH:18][C:13]=1[C:14]([O:16][CH3:17])=[O:15], predict the reactants needed to synthesize it. The reactants are: Cl[C:2]1[N:7]=[CH:6][C:5]([CH2:8][C:9]2[C:10]([CH3:20])=[CH:11][C:12]([OH:19])=[C:13]([CH:18]=2)[C:14]([O:16][CH3:17])=[O:15])=[CH:4][CH:3]=1.C1COCC1.[CH3:26][C:27]1[CH:32]=[C:31](B2OC(C)(C)C(C)(C)O2)[CH:30]=[CH:29][N:28]=1.C(=O)([O-])[O-].[K+].[K+]. (9) Given the product [C:1]([O:5][C:6]([NH:8][C@@H:9]([CH2:13][CH:14]1[CH2:15][CH2:16][CH2:17][CH2:18]1)[C:10]([OH:12])=[O:11])=[O:7])([CH3:4])([CH3:2])[CH3:3], predict the reactants needed to synthesize it. The reactants are: [C:1]([O:5][C:6]([NH:8][C@@H:9]([CH2:13][C:14]1[CH2:18][CH2:17][CH2:16][CH:15]=1)[C:10]([OH:12])=[O:11])=[O:7])([CH3:4])([CH3:3])[CH3:2].